This data is from Forward reaction prediction with 1.9M reactions from USPTO patents (1976-2016). The task is: Predict the product of the given reaction. Given the reactants Br[C:2]1[N:3]=[C:4]([C@@H:12]2[CH2:16][CH2:15][CH2:14][N:13]2[C:17](=[O:20])[CH:18]=[CH2:19])[N:5]2[CH:10]=[CH:9][N:8]=[C:7]([CH3:11])[C:6]=12.[C:21]([C:23]1[CH:28]=[CH:27][N:26]=[C:25]([NH:29][C:30](=[O:46])[C:31]2[CH:36]=[CH:35][C:34](B3OC(C)(C)C(C)(C)O3)=[CH:33][CH:32]=2)[CH:24]=1)#[N:22], predict the reaction product. The product is: [C:17]([N:13]1[CH2:14][CH2:15][CH2:16][C@H:12]1[C:4]1[N:5]2[CH:10]=[CH:9][N:8]=[C:7]([CH3:11])[C:6]2=[C:2]([C:34]2[CH:35]=[CH:36][C:31]([C:30]([NH:29][C:25]3[CH:24]=[C:23]([C:21]#[N:22])[CH:28]=[CH:27][N:26]=3)=[O:46])=[CH:32][CH:33]=2)[N:3]=1)(=[O:20])[CH:18]=[CH2:19].